This data is from Drug-target binding data from BindingDB using Ki measurements. The task is: Regression. Given a target protein amino acid sequence and a drug SMILES string, predict the binding affinity score between them. We predict pKi (pKi = -log10(Ki in M); higher means stronger inhibition). Dataset: bindingdb_ki. (1) The drug is N#CCNC(=O)C1(NC(=O)c2ccc(-c3csc(N4CCN(C5CCOCC5)CC4)n3)cc2)CCCCC1. The target protein (P43236) has sequence MWGLKVLLLPVVSFALHPEEILDTQWELWKKTYSKQYNSKVDEISRRLIWEKNLKHISIHNLEASLGVHTYELAMNHLGDMTSEEVVQKMTGLKVPPSRSHSNDTLYIPDWEGRTPDSIDYRKKGYVTPVKNQGQCGSCWAFSSVGALEGQLKKKTGKLLNLSPQNLVDCVSENYGCGGGYMTNAFQYVQRNRGIDSEDAYPYVGQDESCMYNPTGKAAKCRGYREIPEGNEKALKRAVARVGPVSVAIDASLTSFQFYSKGVYYDENCSSDNVNHAVLAVGYGIQKGNKHWIIKNSWGESWGNKGYILMARNKNNACGIANLASFPKM. The pKi is 9.2. (2) The drug is NC1=N[C@@H](CCc2ccc(Nc3cccc4ccccc34)cc2)CO1. The target protein (Q923Y8) has sequence MHLCHAITNISHRNSDWSREVQASLYSLMSLIILATLVGNLIVIISISHFKQLHTPTNWLLHSMAIVDFLLGCLIMPCSMVRTVERCWYFGEILCKVHTSTDIMLSSASIFHLAFISIDRYCAVCDPLRYKAKINISTILVMILVSWSLPAVYAFGMIFLELNLKGVEELYRSQVSDLGGCSPFFSKVSGVLAFMTSFYIPGSVMLFVYYRIYFIAKGQARSINRTNVQVGLEGKSQAPQSKETKAAKTLGIMVGVFLVCWCPFFLCTVLDPFLGYVIPPSLNDALYWFGYLNSALNPMVYAFFYPWFRRALKMVLLGKIFQKDSSRSKLFL. The pKi is 8.7. (3) The drug is CC(=O)N[C@H](C(=O)N[C@@H](Cc1ccccc1)C[C@H](O)[C@H](Cc1ccccc1)NC(=O)[C@@H]1CN(c2cccc(C(C)=O)c2)C(=O)O1)C(C)C. The target protein sequence is PQITLWKRPIVTIRIGGQLKEALLDTGADDTVLEEMNLPGKWKPKMIVGIGGFVKVRQYDQIPIEICGHKAIGTVLVGPTPANIIGRNLLTQIGCTLNF. The pKi is 7.1. (4) The small molecule is C[C@@H](O)[C@@H]1NC(=O)[C@H](CCCCN)NC(=O)[C@@H](Cc2c[nH]c3ccccc23)NC(=O)[C@@H](Cc2ccccn2)NC(=O)[C@@H](NC(=O)[C@@H](N)Cc2ccc(Cl)cc2)CSSC[C@@H](C(=O)N[C@@H](Cc2ccc3ccccc3c2)C(N)=O)NC1=O. The target protein (P32745) has sequence MDMLHPSSVSTTSEPENASSAWPPDATLGNVSAGPSPAGLAVSGVLIPLVYLVVCVVGLLGNSLVIYVVLRHTASPSVTNVYILNLALADELFMLGLPFLAAQNALSYWPFGSLMCRLVMAVDGINQFTSIFCLTVMSVDRYLAVVHPTRSARWRTAPVARTVSAAVWVASAVVVLPVVVFSGVPRGMSTCHMQWPEPAAAWRAGFIIYTAALGFFGPLLVICLCYLLIVVKVRSAGRRVWAPSCQRRRRSERRVTRMVVAVVALFVLCWMPFYVLNIVNVVCPLPEEPAFFGLYFLVVALPYANSCANPILYGFLSYRFKQGFRRVLLRPSRRVRSQEPTVGPPEKTEEEDEEEEDGEESREGGKGKEMNGRVSQITQPGTSGQERPPSRVASKEQQLLPQEASTGEKSSTMRISYL. The pKi is 7.3. (5) The drug is CCCN(CCC)C(=O)c1cccc(C(=O)N[C@@H](Cc2ccccc2)[C@@H](N)C[C@@H](C)C(=O)Nc2ccc(F)cc2)c1. The target protein sequence is SFVEMVDNLRGKSGQGYYVEMTVGSPPQTLNILVDTGSSNFAVGAAPHPFLHRYYQRQLSSTYRDLRKGVYVPYTQGKWEGELGTDLVSIPHGPNVTVRANIAAITESDKFFINGSNWEGILGLAYAEIARPDDSLEPFFDSLVKQTHVPNLFSLQLCGAGFPLNQSEVLASVGGSMIIGGIDHSLYTGSLWYTPIRREWYYEVIIVRVEINGQDLKMDCKEYNYDKSIVDSGTTNLRLPKKVFEAAVKSIKAASSTEKFPDGFWLGEQLVCWQAGTTPWNIFPVISLYLMGEVTNQSFRITILPQQYLRPVEDVATSQDDCYKFAISQSSTGTVMGAVIMEGFYVVFDRARKRIGFAVSACHVHDEFRTAAVEGPFVTLDMEDCGYN. The pKi is 7.6.